From a dataset of Peptide-MHC class I binding affinity with 185,985 pairs from IEDB/IMGT. Regression. Given a peptide amino acid sequence and an MHC pseudo amino acid sequence, predict their binding affinity value. This is MHC class I binding data. (1) The peptide sequence is LARQHIAAL. The MHC is HLA-B15:09 with pseudo-sequence HLA-B15:09. The binding affinity (normalized) is 0.0847. (2) The peptide sequence is YLRRRIGMI. The MHC is HLA-B08:01 with pseudo-sequence HLA-B08:01. The binding affinity (normalized) is 0.834. (3) The peptide sequence is TERQANFL. The MHC is HLA-A02:06 with pseudo-sequence HLA-A02:06. The binding affinity (normalized) is 0.214. (4) The peptide sequence is LLPDALLFTL. The MHC is HLA-A02:03 with pseudo-sequence HLA-A02:03. The binding affinity (normalized) is 0.390. (5) The MHC is HLA-A02:01 with pseudo-sequence HLA-A02:01. The peptide sequence is TPEGIIPTL. The binding affinity (normalized) is 0. (6) The peptide sequence is FHRKKTDAL. The MHC is HLA-B08:01 with pseudo-sequence HLA-B08:01. The binding affinity (normalized) is 0.435. (7) The binding affinity (normalized) is 0.248. The MHC is HLA-A23:01 with pseudo-sequence HLA-A23:01. The peptide sequence is HYRALSGVF. (8) The peptide sequence is AVVCYNSNY. The MHC is HLA-A68:01 with pseudo-sequence HLA-A68:01. The binding affinity (normalized) is 0.148.